Task: Predict the reactants needed to synthesize the given product.. Dataset: Full USPTO retrosynthesis dataset with 1.9M reactions from patents (1976-2016) (1) Given the product [CH3:1][N:2]1[C:6]([C:7]([NH:9][C:10]2[CH:11]=[C:12]([C:16]#[C:17][C:18]3[CH:19]=[C:20]([C:24]([N:26]=[S:27]([C:30]4[CH:31]=[C:32]([CH:37]=[CH:38][CH:39]=4)[C:33]([OH:35])=[O:34])([CH3:29])=[O:28])=[O:25])[CH:21]=[N:22][CH:23]=3)[CH:13]=[CH:14][CH:15]=2)=[O:8])=[CH:5][C:4]([CH3:40])=[N:3]1, predict the reactants needed to synthesize it. The reactants are: [CH3:1][N:2]1[C:6]([C:7]([NH:9][C:10]2[CH:11]=[C:12]([C:16]#[C:17][C:18]3[CH:19]=[C:20]([C:24]([N:26]=[S:27]([C:30]4[CH:31]=[C:32]([CH:37]=[CH:38][CH:39]=4)[C:33]([O:35]C)=[O:34])([CH3:29])=[O:28])=[O:25])[CH:21]=[N:22][CH:23]=3)[CH:13]=[CH:14][CH:15]=2)=[O:8])=[CH:5][C:4]([CH3:40])=[N:3]1.[OH-].[Na+].C(O)(=O)C. (2) Given the product [ClH:30].[N:16]1([C:14]2[S:15][C:11]([C:8]3[N:9]=[N:10][N:6]([CH2:5][C:4]([O:3][CH2:1][CH3:2])=[O:29])[N:7]=3)=[N:12][N:13]=2)[CH2:21][CH2:20][NH:19][CH2:18][CH2:17]1, predict the reactants needed to synthesize it. The reactants are: [CH2:1]([O:3][C:4](=[O:29])[CH2:5][N:6]1[N:10]=[N:9][C:8]([C:11]2[S:15][C:14]([N:16]3[CH2:21][CH2:20][N:19](C(OC(C)(C)C)=O)[CH2:18][CH2:17]3)=[N:13][N:12]=2)=[N:7]1)[CH3:2].[ClH:30].O1CCOCC1. (3) Given the product [CH2:11]([O:10][C:8]([C:6]1[NH:7][C:3]([C:1]([OH:28])=[O:2])=[C:4]([S:14]([N:17]2[CH2:18][CH2:19][CH2:20][CH2:21]2)(=[O:16])=[O:15])[C:5]=1[CH3:13])=[O:9])[CH3:12], predict the reactants needed to synthesize it. The reactants are: [CH:1]([C:3]1[NH:7][C:6]([C:8]([O:10][CH2:11][CH3:12])=[O:9])=[C:5]([CH3:13])[C:4]=1[S:14]([N:17]1[CH2:21][CH2:20][CH2:19][CH2:18]1)(=[O:16])=[O:15])=[O:2].CC(=CC)C.Cl([O-])=[O:28].[Na+].P([O-])(O)(O)=O.[Na+]. (4) The reactants are: [C:1]([O:5][C:6](=[O:36])[N:7]([CH2:16][C:17]1[CH:18]=[N:19][C:20]([CH2:34][OH:35])=[C:21]([O:24][CH2:25][C:26]2[CH:31]=[CH:30][CH:29]=[C:28]([C:32]#[N:33])[CH:27]=2)[C:22]=1[CH3:23])[C:8]1[CH:13]=[CH:12][C:11]([C:14]#[N:15])=[CH:10][CH:9]=1)([CH3:4])([CH3:3])[CH3:2]. Given the product [C:1]([O:5][C:6](=[O:36])[N:7]([CH2:16][C:17]1[CH:18]=[N:19][C:20]([CH:34]=[O:35])=[C:21]([O:24][CH2:25][C:26]2[CH:31]=[CH:30][CH:29]=[C:28]([C:32]#[N:33])[CH:27]=2)[C:22]=1[CH3:23])[C:8]1[CH:9]=[CH:10][C:11]([C:14]#[N:15])=[CH:12][CH:13]=1)([CH3:4])([CH3:2])[CH3:3], predict the reactants needed to synthesize it.